Dataset: Reaction yield outcomes from USPTO patents with 853,638 reactions. Task: Predict the reaction yield, written as a fraction of the theoretical maximum amount of product (1.0 means a 100% yield; for example, 0.34 means a 34% yield). (1) The reactants are [C:1]([C:5]1[N:6]([CH3:17])[C:7]2[C:12]([CH:13]=1)=[CH:11][C:10]([N+:14]([O-])=O)=[CH:9][CH:8]=2)([CH3:4])([CH3:3])[CH3:2]. The catalyst is CO.[Ni]. The product is [C:1]([C:5]1[N:6]([CH3:17])[C:7]2[C:12]([CH:13]=1)=[CH:11][C:10]([NH2:14])=[CH:9][CH:8]=2)([CH3:4])([CH3:2])[CH3:3]. The yield is 0.660. (2) The reactants are [CH:1]1([N:4]2[CH:8]=[CH:7][C:6]([NH2:9])=[N:5]2)[CH2:3][CH2:2]1.BrC1[N:12]([CH3:19])[C:13](=O)[C:14]([Br:17])=NC=1.[C:20](=[O:23])([O-])[O-].[Cs+].[Cs+].[CH3:26][C:27]1(C)C2C(=C(P(C3C=CC=CC=3)C3C=CC=CC=3)C=CC=2)OC2C(P(C3C=CC=CC=3)C3C=CC=CC=3)=CC=CC1=2. The catalyst is C(OCC)(=O)C.O.C1C=CC(/C=C/C(/C=C/C2C=CC=CC=2)=O)=CC=1.C1C=CC(/C=C/C(/C=C/C2C=CC=CC=2)=O)=CC=1.C1C=CC(/C=C/C(/C=C/C2C=CC=CC=2)=O)=CC=1.[Pd].[Pd].O1CCOCC1. The product is [Br:17][C:14]1[CH:26]=[C:27]([NH:9][C:6]2[CH:7]=[CH:8][N:4]([CH:1]3[CH2:3][CH2:2]3)[N:5]=2)[C:20](=[O:23])[N:12]([CH3:19])[CH:13]=1. The yield is 0.630. (3) The reactants are Br[C:2]1[CH:3]=[C:4]([CH:7]=[CH:8][C:9]=1[O:10][C:11]1[CH:16]=[CH:15][CH:14]=[CH:13][CH:12]=1)[CH:5]=[O:6].[CH3:17][C:18]1[CH:23]=[C:22]([O:24][CH2:25][CH2:26][CH2:27][S:28][CH3:29])[CH:21]=[C:20]([CH3:30])[C:19]=1B(O)O.C1(P(C2CCCCC2)C2C=CC=CC=2C2C(OC)=CC=CC=2OC)CCCCC1.P([O-])([O-])([O-])=O.[K+].[K+].[K+]. The catalyst is C1(C)C=CC=CC=1.O.C(OCC)(=O)C.C1C=CC(/C=C/C(/C=C/C2C=CC=CC=2)=O)=CC=1.C1C=CC(/C=C/C(/C=C/C2C=CC=CC=2)=O)=CC=1.C1C=CC(/C=C/C(/C=C/C2C=CC=CC=2)=O)=CC=1.[Pd].[Pd]. The product is [CH3:17][C:18]1[CH:23]=[C:22]([O:24][CH2:25][CH2:26][CH2:27][S:28][CH3:29])[CH:21]=[C:20]([CH3:30])[C:19]=1[C:2]1[C:9]([O:10][C:11]2[CH:16]=[CH:15][CH:14]=[CH:13][CH:12]=2)=[CH:8][CH:7]=[C:4]([CH:5]=[O:6])[CH:3]=1. The yield is 0.700.